Binary Classification. Given a miRNA mature sequence and a target amino acid sequence, predict their likelihood of interaction. From a dataset of Experimentally validated miRNA-target interactions with 360,000+ pairs, plus equal number of negative samples. (1) The miRNA is mmu-miR-294-3p with sequence AAAGUGCUUCCCUUUUGUGUGU. The protein sequence of the target gene is MNATHCILALQLFLMAVSGCYCHGTVIESLESLNNYFNSSGIDVEEKSLFLDIWRNWQKDGDMKILQSQIISFYLRLFEVLKDNQAISNNISVIESHLITTFFSNSKAKKDAFMSIAKFEVNNPQVQRQAFNELIRVVHQLLPESSLRKRKRSRC. Result: 0 (no interaction). (2) The miRNA is hsa-miR-4271 with sequence GGGGGAAGAAAAGGUGGGG. The protein sequence of the target gene is MAASQTFPLGPTHEPASALMEPLPCTRSLAEGFLEEELRLNAELSQLQFPEPVGVIYNPVDYAWEPHRNYVTRYCQGPKEVLFLGMNPGPFGMAQTGVPFGEVNVVRDWLGVGGPVLTPPQEHPKRPVLGLECPQSEVSGARFWGFFRTLCGQPQVFFRHCFVHNLCPLLFLAPSGRNLTPAELPAKQREQLLSICDAALCRQVQLLGVRLVVGVGRLAEQRARRALAGLTPEVQVEGLLHPSPRSAQANKGWEAAARERLQELGLLPLLTDEGSARPT. Result: 0 (no interaction). (3) The miRNA is hsa-miR-548g-5p with sequence UGCAAAAGUAAUUGCAGUUUUUG. The protein sequence of the target gene is MEGAGGENEKKKMSSERRKEKSRDAARSRRSKESEVFYELAHQLPLPHNVSSHLDKASVMRLTISYLRVRKLLDAGDLDIEDEMKAQMNCFYLKAPDGFVMVLTDDGDMIYISDNVNKYMGLTQFELTGHSVFDFTHPCDHEEMREMLTHRNGPVRKGKEQNTQRSFFLRMKCTLTSRGRTMNIKSATWKVLHCTGHIHVYDTSSNQPQCGYKKPPMTCLVLICEPIPHPSNIEIPLDSKTFLSRHSLDMKFSYCDERITELMGYEPEELLGRSIYEYYHALDSDHLTKTHHDMFTKGQV.... Result: 0 (no interaction). (4) The miRNA is hsa-miR-629-3p with sequence GUUCUCCCAACGUAAGCCCAGC. The protein sequence of the target gene is MTTETGPDSEVKKAQEEAPQQPEAAAAVTTPVTPAGHGHPEANSNEKHPSQQDTRPAEQSLDMEEKDYSEADGLSERTTPSKAQKSPQKIAKKYKSAICRVTLLDASEYECEVEKHGRGQVLFDLVCEHLNLLEKDYFGLTFCDADSQKNWLDPSKEIKKQIRSSPWNFAFTVKFYPPDPAQLTEDITRYYLCLQLRADIITGRLPCSFVTHALLGSYAVQAELGDYDAEEHVGNYVSELRFAPNQTRELEERIMELHKTYRGMTPGEAEIHFLENAKKLSMYGVDLHHAKDSEGIDIML.... Result: 1 (interaction).